From a dataset of Catalyst prediction with 721,799 reactions and 888 catalyst types from USPTO. Predict which catalyst facilitates the given reaction. Reactant: [C:1]1([C:7]2[CH:15]=[C:10]3[CH:11]=[CH:12][CH:13]=[CH:14][N:9]3[N:8]=2)[CH:6]=[CH:5][CH:4]=[CH:3][CH:2]=1.C(O)(=O)C.[N:20]([O-])=[O:21].[Na+]. Product: [N:20]([C:15]1[C:7]([C:1]2[CH:2]=[CH:3][CH:4]=[CH:5][CH:6]=2)=[N:8][N:9]2[CH:14]=[CH:13][CH:12]=[CH:11][C:10]=12)=[O:21]. The catalyst class is: 6.